This data is from Forward reaction prediction with 1.9M reactions from USPTO patents (1976-2016). The task is: Predict the product of the given reaction. Given the reactants BrCBr.O.[F:5][C:6]1[CH:12]=[CH:11][CH:10]=[C:8]([OH:9])[C:7]=1[OH:13].[C:14]1(C(=CC=CC=1)O)O, predict the reaction product. The product is: [F:5][C:6]1[CH:12]=[CH:11][CH:10]=[C:8]2[O:9][CH2:14][O:13][C:7]=12.